This data is from Forward reaction prediction with 1.9M reactions from USPTO patents (1976-2016). The task is: Predict the product of the given reaction. The product is: [Cl:1][C:2]1[C:10]2[C:9]([N:11]3[CH2:14][CH:13]([NH:15][C:34]([C:33]4[NH:29][CH:30]=[N:31][CH:32]=4)=[O:35])[CH2:12]3)=[N:8][C:7]([S:16][C:17]3[CH:26]=[N:25][C:24]4[C:19](=[N:20][CH:21]=[CH:22][N:23]=4)[CH:18]=3)=[N:6][C:5]=2[NH:4][C:3]=1[CH2:27][CH3:28]. Given the reactants [Cl:1][C:2]1[C:10]2[C:9]([N:11]3[CH2:14][CH:13]([NH2:15])[CH2:12]3)=[N:8][C:7]([S:16][C:17]3[CH:26]=[N:25][C:24]4[C:19](=[N:20][CH:21]=[CH:22][N:23]=4)[CH:18]=3)=[N:6][C:5]=2[NH:4][C:3]=1[CH2:27][CH3:28].[NH:29]1[C:33]([C:34](O)=[O:35])=[CH:32][N:31]=[CH:30]1.F[P-](F)(F)(F)(F)F.N1(O[P+](N(C)C)(N(C)C)N(C)C)C2C=CC=CC=2N=N1.C(N(CC)CC)C, predict the reaction product.